This data is from Full USPTO retrosynthesis dataset with 1.9M reactions from patents (1976-2016). The task is: Predict the reactants needed to synthesize the given product. (1) Given the product [OH:34][C:32]([CH3:35])([CH3:33])[CH2:31][NH:30][C:25]([C:22]1[CH:23]=[CH:24][C:19]([C:15]2[CH:16]=[CH:17][CH:18]=[C:13]([NH:12][S:9]([C:5]3[CH:6]=[C:7]([CH3:8])[C:2]([Cl:1])=[CH:3][C:4]=3[CH3:29])(=[O:11])=[O:10])[CH:14]=2)=[CH:20][C:21]=1[CH3:28])=[O:27], predict the reactants needed to synthesize it. The reactants are: [Cl:1][C:2]1[C:7]([CH3:8])=[CH:6][C:5]([S:9]([NH:12][C:13]2[CH:14]=[C:15]([C:19]3[CH:24]=[CH:23][C:22]([C:25]([OH:27])=O)=[C:21]([CH3:28])[CH:20]=3)[CH:16]=[CH:17][CH:18]=2)(=[O:11])=[O:10])=[C:4]([CH3:29])[CH:3]=1.[NH2:30][CH2:31][C:32]([CH3:35])([OH:34])[CH3:33]. (2) Given the product [CH2:10]([O:19][C:1](=[O:3])[CH2:16][C@H:15]([OH:17])[CH2:14][O:13][CH2:11][CH3:12])[CH3:5], predict the reactants needed to synthesize it. The reactants are: [CH2:1]([OH:3])C.N[C:5]1[CH:10]=CN=CC=1.[CH2:11]([O:13][CH2:14][C@H:15]1[O:17][CH2:16]1)[CH3:12].[C]=[O:19]. (3) Given the product [CH2:36]([N:5]1[C:9](=[O:10])[C:8]([NH:11][CH2:12][CH2:13][CH2:14][CH2:15][C:16]2[CH:21]=[CH:20][CH:19]=[CH:18][CH:17]=2)=[C:7]([C:22]2[CH:27]=[CH:26][CH:25]=[CH:24][CH:23]=2)[S:6]1(=[O:28])=[O:29])[C:37]1[CH:42]=[CH:41][CH:40]=[CH:39][CH:38]=1, predict the reactants needed to synthesize it. The reactants are: C([N:5]1[C:9](=[O:10])[C:8]([NH:11][CH2:12][CH2:13][CH2:14][CH2:15][C:16]2[CH:21]=[CH:20][CH:19]=[CH:18][CH:17]=2)=[C:7]([C:22]2[CH:27]=[CH:26][CH:25]=[CH:24][CH:23]=2)[S:6]1(=[O:29])=[O:28])(C)(C)C.C(=O)([O-])[O-].[K+].[K+].[CH2:36](Br)[C:37]1[CH:42]=[CH:41][CH:40]=[CH:39][CH:38]=1. (4) Given the product [CH3:1][C:2]([CH3:39])([C:6](=[O:38])[C:7]1[C:15]2[C:10](=[N:11][CH:12]=[C:13]([C:16]3[CH:17]=[C:18]([O:26][CH3:27])[C:19]([O:24][CH3:25])=[C:20]([O:22][CH3:23])[CH:21]=3)[N:14]=2)[NH:9][CH:8]=1)[CH2:3][C:4]#[N:5], predict the reactants needed to synthesize it. The reactants are: [CH3:1][C:2]([CH3:39])([C:6](=[O:38])[C:7]1[C:15]2[C:10](=[N:11][CH:12]=[C:13]([C:16]3[CH:21]=[C:20]([O:22][CH3:23])[C:19]([O:24][CH3:25])=[C:18]([O:26][CH3:27])[CH:17]=3)[N:14]=2)[N:9]([Si](C(C)C)(C(C)C)C(C)C)[CH:8]=1)[CH2:3][C:4]#[N:5].FC(F)(F)C(O)=O. (5) Given the product [C:8]([C:6]1[N:7]=[C:2]([C:28]2[CH:27]=[C:26]([F:41])[C:25]([C:15]3[CH:16]=[CH:17][C:18]([CH2:20][C:21]([O:23][CH3:24])=[O:22])=[CH:19][C:14]=3[Cl:13])=[C:30]([F:31])[CH:29]=2)[C:3]([CH3:12])=[N:4][C:5]=1[CH3:11])(=[O:9])[NH2:10], predict the reactants needed to synthesize it. The reactants are: Cl[C:2]1[N:7]=[C:6]([C:8]([NH2:10])=[O:9])[C:5]([CH3:11])=[N:4][C:3]=1[CH3:12].[Cl:13][C:14]1[CH:19]=[C:18]([CH2:20][C:21]([O:23][CH3:24])=[O:22])[CH:17]=[CH:16][C:15]=1[C:25]1[C:30]([F:31])=[CH:29][C:28](B2OC(C)(C)C(C)(C)O2)=[CH:27][C:26]=1[F:41].P([O-])([O-])([O-])=O.[K+].[K+].[K+].CO. (6) Given the product [CH3:33][O:34][NH:35][CH2:2][CH2:3][CH2:4][S:5]([N:8]1[CH2:13][CH2:12][CH:11]([C:14]2[C:22]3[C:17](=[C:18]([C:29]([NH2:31])=[O:30])[CH:19]=[C:20]([C:23]4[CH:28]=[CH:27][CH:26]=[CH:25][CH:24]=4)[CH:21]=3)[NH:16][CH:15]=2)[CH2:10][CH2:9]1)(=[O:7])=[O:6], predict the reactants needed to synthesize it. The reactants are: Cl[CH2:2][CH2:3][CH2:4][S:5]([N:8]1[CH2:13][CH2:12][CH:11]([C:14]2[C:22]3[C:17](=[C:18]([C:29]([NH2:31])=[O:30])[CH:19]=[C:20]([C:23]4[CH:28]=[CH:27][CH:26]=[CH:25][CH:24]=4)[CH:21]=3)[NH:16][CH:15]=2)[CH2:10][CH2:9]1)(=[O:7])=[O:6].Cl.[CH3:33][O:34][NH2:35].C([O-])([O-])=O.[K+].[K+].